From a dataset of Catalyst prediction with 721,799 reactions and 888 catalyst types from USPTO. Predict which catalyst facilitates the given reaction. (1) Reactant: O1[C:5]2([CH2:10][CH2:9][C:8]([C:11]3[C:15]4=[N:16][CH:17]=[CH:18][CH:19]=[C:14]4[NH:13][CH:12]=3)=[CH:7][CH2:6]2)[O:4]CC1. Product: [NH:13]1[C:14]2[C:15](=[N:16][CH:17]=[CH:18][CH:19]=2)[C:11]([C:8]2[CH2:9][CH2:10][C:5](=[O:4])[CH2:6][CH:7]=2)=[CH:12]1. The catalyst class is: 632. (2) Reactant: [O:1]1[C:5]2[CH:6]=[CH:7][CH:8]=[CH:9][C:4]=2[N:3]=[C:2]1[C:10]1[C:11]([NH2:25])=[N:12][CH:13]=[C:14](B2OC(C)(C)C(C)(C)O2)[CH:15]=1.Br[C:27]1[C:28]([CH3:45])=[N:29][N:30]([CH:32]2[CH2:37][CH2:36][N:35]([C:38]([O:40][C:41]([CH3:44])([CH3:43])[CH3:42])=[O:39])[CH2:34][CH2:33]2)[CH:31]=1.C1(P(C2CCCCC2)C2CCCCC2)CCCCC1.P([O-])([O-])([O-])=O.[K+].[K+].[K+]. Product: [NH2:25][C:11]1[N:12]=[CH:13][C:14]([C:27]2[C:28]([CH3:45])=[N:29][N:30]([CH:32]3[CH2:33][CH2:34][N:35]([C:38]([O:40][C:41]([CH3:43])([CH3:42])[CH3:44])=[O:39])[CH2:36][CH2:37]3)[CH:31]=2)=[CH:15][C:10]=1[C:2]1[O:1][C:5]2[CH:6]=[CH:7][CH:8]=[CH:9][C:4]=2[N:3]=1. The catalyst class is: 333.